Dataset: NCI-60 drug combinations with 297,098 pairs across 59 cell lines. Task: Regression. Given two drug SMILES strings and cell line genomic features, predict the synergy score measuring deviation from expected non-interaction effect. (1) Drug 1: CC(CN1CC(=O)NC(=O)C1)N2CC(=O)NC(=O)C2. Drug 2: C1=NC(=NC(=O)N1C2C(C(C(O2)CO)O)O)N. Synergy scores: CSS=5.83, Synergy_ZIP=-4.85, Synergy_Bliss=-13.8, Synergy_Loewe=-15.1, Synergy_HSA=-15.2. Cell line: KM12. (2) Drug 1: C1=CC(=C2C(=C1NCCNCCO)C(=O)C3=C(C=CC(=C3C2=O)O)O)NCCNCCO. Drug 2: CN(CC1=CN=C2C(=N1)C(=NC(=N2)N)N)C3=CC=C(C=C3)C(=O)NC(CCC(=O)O)C(=O)O. Cell line: NCI/ADR-RES. Synergy scores: CSS=15.9, Synergy_ZIP=-3.20, Synergy_Bliss=0.238, Synergy_Loewe=-4.14, Synergy_HSA=0.556. (3) Drug 1: CC(CN1CC(=O)NC(=O)C1)N2CC(=O)NC(=O)C2. Drug 2: CS(=O)(=O)CCNCC1=CC=C(O1)C2=CC3=C(C=C2)N=CN=C3NC4=CC(=C(C=C4)OCC5=CC(=CC=C5)F)Cl. Cell line: DU-145. Synergy scores: CSS=19.7, Synergy_ZIP=-4.53, Synergy_Bliss=3.60, Synergy_Loewe=-1.78, Synergy_HSA=2.09. (4) Drug 1: C1C(C(OC1N2C=NC3=C(N=C(N=C32)Cl)N)CO)O. Drug 2: C1C(C(OC1N2C=NC(=NC2=O)N)CO)O. Cell line: UACC-257. Synergy scores: CSS=14.0, Synergy_ZIP=0.536, Synergy_Bliss=6.97, Synergy_Loewe=2.06, Synergy_HSA=3.01.